From a dataset of Merck oncology drug combination screen with 23,052 pairs across 39 cell lines. Regression. Given two drug SMILES strings and cell line genomic features, predict the synergy score measuring deviation from expected non-interaction effect. (1) Drug 1: NC(=O)c1cccc2cn(-c3ccc(C4CCCNC4)cc3)nc12. Drug 2: COC1=C2CC(C)CC(OC)C(O)C(C)C=C(C)C(OC(N)=O)C(OC)C=CC=C(C)C(=O)NC(=CC1=O)C2=O. Cell line: RKO. Synergy scores: synergy=-2.77. (2) Drug 1: C=CCn1c(=O)c2cnc(Nc3ccc(N4CCN(C)CC4)cc3)nc2n1-c1cccc(C(C)(C)O)n1. Drug 2: Cn1cc(-c2cnn3c(N)c(Br)c(C4CCCNC4)nc23)cn1. Cell line: A2058. Synergy scores: synergy=59.0.